Dataset: Full USPTO retrosynthesis dataset with 1.9M reactions from patents (1976-2016). Task: Predict the reactants needed to synthesize the given product. (1) Given the product [CH3:86][O:85][C:76]1[CH:77]=[C:78]([CH:83]=[CH:84][C:75]=1[NH:74][C:2]1[N:3]=[C:4]([O:25][CH:26]2[CH2:27][CH2:28][O:29][CH2:30][CH2:31]2)[C:5]2[C:10]([C:11]3[CH:12]=[CH:13][N:14]=[CH:15][CH:16]=3)=[CH:9][N:8]([CH2:17][O:18][CH2:19][CH2:20][Si:21]([CH3:23])([CH3:22])[CH3:24])[C:6]=2[N:7]=1)[C:79]([NH:81][CH3:82])=[O:80], predict the reactants needed to synthesize it. The reactants are: Cl[C:2]1[N:3]=[C:4]([O:25][CH:26]2[CH2:31][CH2:30][O:29][CH2:28][CH2:27]2)[C:5]2[C:10]([C:11]3[CH:16]=[CH:15][N:14]=[CH:13][CH:12]=3)=[CH:9][N:8]([CH2:17][O:18][CH2:19][CH2:20][Si:21]([CH3:24])([CH3:23])[CH3:22])[C:6]=2[N:7]=1.CC1(C)C2C=CC=C(P(C3C=CC=CC=3)C3C=CC=CC=3)C=2OC2C1=CC=CC=2P(C1C=CC=CC=1)C1C=CC=CC=1.[NH2:74][C:75]1[CH:84]=[CH:83][C:78]([C:79]([NH:81][CH3:82])=[O:80])=[CH:77][C:76]=1[O:85][CH3:86].C(=O)([O-])[O-].[Cs+].[Cs+]. (2) Given the product [F:6][C:7]([F:14])([F:13])[C@H:8]([CH3:12])[CH2:9][CH:10]=[O:11], predict the reactants needed to synthesize it. The reactants are: [Cl-].CS(C)=O.[F:6][C:7]([F:14])([F:13])[C@H:8]([CH3:12])[CH2:9][CH2:10][OH:11].CCN(CC)CC.Cl. (3) Given the product [CH3:1][O:2][C:3]1[N:8]=[CH:7][C:6]([CH2:9][N:10]2[C:18]3[CH:17]=[CH:16][CH:15]=[CH:14][C:13]=3[C:12]3[CH2:19][C@H:20]4[C:25](=[O:26])[N:24]([CH2:27][CH2:28][C:29]([OH:31])=[O:30])[C:23](=[O:36])[N:21]4[CH2:22][C:11]2=3)=[CH:5][CH:4]=1, predict the reactants needed to synthesize it. The reactants are: [CH3:1][O:2][C:3]1[N:8]=[CH:7][C:6]([CH2:9][N:10]2[C:18]3[CH:17]=[CH:16][CH:15]=[CH:14][C:13]=3[C:12]3[CH2:19][C@H:20]4[C:25](=[O:26])[N:24]([CH2:27][CH2:28][C:29]([O:31]C(C)(C)C)=[O:30])[C:23](=[O:36])[N:21]4[CH2:22][C:11]2=3)=[CH:5][CH:4]=1.